From a dataset of Full USPTO retrosynthesis dataset with 1.9M reactions from patents (1976-2016). Predict the reactants needed to synthesize the given product. (1) Given the product [Cl:1][CH:2]([C:3]1[N:4]=[C:15]([C:16]2[CH:17]=[C:18]([CH3:19])[CH:22]=[CH:23][CH:24]=2)[O:6][N:5]=1)[CH3:7], predict the reactants needed to synthesize it. The reactants are: [Cl:1][CH:2]([CH3:7])[C:3]([NH:5][OH:6])=[NH:4].C(N(CC)CC)C.[CH3:15][C:16]1[CH:17]=[C:18]([CH:22]=[CH:23][CH:24]=1)[C:19](Cl)=O. (2) Given the product [N:1]1([C:6]2[CH:12]=[CH:11][C:9]([NH:10][C:26](=[O:27])[CH2:25][CH2:24][C:20]3[CH:21]=[N:22][O:23][C:19]=3[C:13]3[CH:14]=[CH:15][CH:16]=[CH:17][CH:18]=3)=[CH:8][CH:7]=2)[CH:5]=[CH:4][N:3]=[CH:2]1, predict the reactants needed to synthesize it. The reactants are: [N:1]1([C:6]2[CH:12]=[CH:11][C:9]([NH2:10])=[CH:8][CH:7]=2)[CH:5]=[CH:4][N:3]=[CH:2]1.[C:13]1([C:19]2[O:23][N:22]=[CH:21][C:20]=2[CH2:24][CH2:25][C:26](O)=[O:27])[CH:18]=[CH:17][CH:16]=[CH:15][CH:14]=1.O.ON1C2C=CC=CC=2N=N1.Cl.C(N=C=NCCCN(C)C)C. (3) Given the product [O:28]=[S:8]1[CH2:9][CH:5]2[C:4](=[O:10])[N:3]([C:11]3[C:20]4[C:15](=[CH:16][CH:17]=[CH:18][CH:19]=4)[C:14]([C:21]#[N:22])=[CH:13][CH:12]=3)[C:2](=[O:1])[N:6]2[CH2:7]1, predict the reactants needed to synthesize it. The reactants are: [O:1]=[C:2]1[N:6]2[CH2:7][S:8][CH2:9][CH:5]2[C:4](=[O:10])[N:3]1[C:11]1[C:20]2[C:15](=[CH:16][CH:17]=[CH:18][CH:19]=2)[C:14]([C:21]#[N:22])=[CH:13][CH:12]=1.ClC1C=C(C=CC=1)C(OO)=[O:28]. (4) Given the product [CH3:1][C:2]1[C:6]([C:7]2[CH:8]=[C:9]3[C:13](=[CH:14][CH:15]=2)[NH:12][C:11](=[O:16])[C:10]3([N:23]2[CH2:24][CH2:25][N:26]([CH2:29][CH2:30][OH:31])[CH2:27][CH2:28]2)[C:17]2[CH:18]=[CH:19][CH:20]=[CH:21][CH:22]=2)=[C:5]([CH3:35])[O:4][N:3]=1, predict the reactants needed to synthesize it. The reactants are: [CH3:1][C:2]1[C:6]([C:7]2[CH:8]=[C:9]3[C:13](=[CH:14][CH:15]=2)[NH:12][C:11](=[O:16])[C:10]3([N:23]2[CH2:28][CH2:27][N:26]([CH2:29][C:30](OCC)=[O:31])[CH2:25][CH2:24]2)[C:17]2[CH:22]=[CH:21][CH:20]=[CH:19][CH:18]=2)=[C:5]([CH3:35])[O:4][N:3]=1.[H-].[H-].[H-].[H-].[Al+3].[Li+]. (5) Given the product [Cl:28][C:25]1[CH:26]=[C:27]2[C:19]([C:14]3[N:13]=[C:12]([NH:11][CH:7]4[CH2:8][CH2:9][CH2:10][C:5]([CH3:40])([C:3]([OH:4])=[O:2])[CH:6]4[OH:39])[C:17]([F:18])=[CH:16][N:15]=3)=[CH:20][NH:21][C:22]2=[N:23][CH:24]=1, predict the reactants needed to synthesize it. The reactants are: C[O:2][C:3]([C:5]1([CH3:40])[CH2:10][CH2:9][CH2:8][CH:7]([NH:11][C:12]2[C:17]([F:18])=[CH:16][N:15]=[C:14]([C:19]3[C:27]4[C:22](=[N:23][CH:24]=[C:25]([Cl:28])[CH:26]=4)[N:21](S(C4C=CC(C)=CC=4)(=O)=O)[CH:20]=3)[N:13]=2)[CH:6]1[OH:39])=[O:4].C1COCC1.[Li+].[OH-]. (6) The reactants are: [F:1][C:2]([F:16])([F:15])/[CH:3]=[CH:4]/[C:5]1[CH:13]=[CH:12][C:8]([C:9]([OH:11])=O)=[C:7]([CH3:14])[CH:6]=1.C(Cl)(=O)C(Cl)=O.[NH2:23][C:24]1[CH:33]=[C:32]2[C:27]([CH:28]=[C:29]([CH:34]([OH:37])[CH2:35][OH:36])[CH:30]=[N:31]2)=[CH:26][CH:25]=1. Given the product [OH:37][CH:34]([C:29]1[CH:30]=[N:31][C:32]2[C:27]([CH:28]=1)=[CH:26][CH:25]=[C:24]([NH:23][C:9](=[O:11])[C:8]1[CH:12]=[CH:13][C:5](/[CH:4]=[CH:3]/[C:2]([F:1])([F:16])[F:15])=[CH:6][C:7]=1[CH3:14])[CH:33]=2)[CH2:35][OH:36], predict the reactants needed to synthesize it. (7) Given the product [SH:2][C:3]1[CH:8]=[CH:7][C:6]([C:9](=[O:11])[CH3:10])=[CH:5][CH:4]=1, predict the reactants needed to synthesize it. The reactants are: C[S:2][C:3]1[CH:8]=[CH:7][C:6]([C:9](=[O:11])[CH3:10])=[CH:5][CH:4]=1.C(O)(=O)CC(CC(O)=O)(C(O)=O)O.CCOCC.